From a dataset of Forward reaction prediction with 1.9M reactions from USPTO patents (1976-2016). Predict the product of the given reaction. (1) Given the reactants C([O-])([O-])=O.[K+].[K+].C([O:10][C:11]1[CH:12]=[CH:13][C:14]2[CH:20]([CH2:21][C:22]([O:24][CH3:25])=[O:23])[C:19]3[CH:26]=[CH:27][CH:28]=[CH:29][C:18]=3[C:17](=[O:30])[N:16]([CH3:31])[C:15]=2[CH:32]=1)(=O)C.[NH4+].[Cl-], predict the reaction product. The product is: [OH:10][C:11]1[CH:12]=[CH:13][C:14]2[CH:20]([CH2:21][C:22]([O:24][CH3:25])=[O:23])[C:19]3[CH:26]=[CH:27][CH:28]=[CH:29][C:18]=3[C:17](=[O:30])[N:16]([CH3:31])[C:15]=2[CH:32]=1. (2) Given the reactants [F:1][C:2]1[CH:7]=[CH:6][C:5]([F:8])=[CH:4][C:3]=1[C@H:9]1[CH2:13][CH2:12][CH2:11][N:10]1[C:14]1[CH:15]=[CH:16][C:17]2[N:18]([C:20]([NH2:23])=[CH:21][N:22]=2)[N:19]=1.[C:24](OC(=O)C)(=[O:26])[CH3:25].N1C=CC=CC=1, predict the reaction product. The product is: [F:1][C:2]1[CH:7]=[CH:6][C:5]([F:8])=[CH:4][C:3]=1[C@H:9]1[CH2:13][CH2:12][CH2:11][N:10]1[C:14]1[CH:15]=[CH:16][C:17]2[N:18]([C:20]([NH:23][C:24](=[O:26])[CH3:25])=[CH:21][N:22]=2)[N:19]=1. (3) Given the reactants [CH3:1][N:2]1[C:7]2=[CH:8][S:9][C:10](C)=[C:6]2[C:5](=[O:12])[N:4]([CH3:13])[C:3]1=[O:14].[F:15][C:16]1[CH:21]=[CH:20][C:19]([C:22]2[N:23]=[C:24]([NH2:27])[S:25][CH:26]=2)=[CH:18][C:17]=1[O:28][C:29]([F:32])([F:31])[F:30].CCN=C=NC[CH2:39][CH2:40]N(C)C.Cl.C1C=CC2N([OH:54])N=NC=2C=1, predict the reaction product. The product is: [CH3:1][N:2]1[C:10]2[S:9][CH:8]=[C:7]([CH2:39][C:40]([NH:27][C:24]3[S:25][CH:26]=[C:22]([C:19]4[CH:20]=[CH:21][C:16]([F:15])=[C:17]([O:28][C:29]([F:32])([F:30])[F:31])[CH:18]=4)[N:23]=3)=[O:54])[C:6]=2[C:5](=[O:12])[N:4]([CH3:13])[C:3]1=[O:14]. (4) Given the reactants F[B-](F)(F)F.C([PH+](C(C)(C)C)C(C)(C)C)(C)(C)C.[F-].[Cs+].[CH3:21][C:22]1[CH:27]=[CH:26][CH:25]=[C:24]([CH3:28])[C:23]=1B(O)O.Br[C:33]1[C:34]([CH3:43])=[C:35]([CH:40]=[CH:41][CH:42]=1)[C:36]([O:38][CH3:39])=[O:37], predict the reaction product. The product is: [CH3:43][C:34]1[C:35]([C:36]([O:38][CH3:39])=[O:37])=[CH:40][CH:41]=[CH:42][C:33]=1[C:23]1[C:24]([CH3:28])=[CH:25][CH:26]=[CH:27][C:22]=1[CH3:21]. (5) The product is: [NH:6]1[CH:10]=[CH:9][N:8]=[C:7]1[CH2:11][N:12]([CH2:30][C:31]1[NH:32][CH:33]=[CH:34][N:35]=1)[C:13]([NH:15][CH2:16][CH:17]1[CH2:22][CH2:21][NH:20][CH2:19][CH2:18]1)=[O:14]. Given the reactants CN(C)S([N:6]1[CH:10]=[CH:9][N:8]=[C:7]1[CH2:11][N:12]([CH2:30][C:31]1[N:32](S(N(C)C)(=O)=O)[CH:33]=[CH:34][N:35]=1)[C:13]([NH:15][CH2:16][CH:17]1[CH2:22][CH2:21][N:20](C(OC(C)(C)C)=O)[CH2:19][CH2:18]1)=[O:14])(=O)=O.Cl.O1CCOCC1, predict the reaction product.